This data is from Full USPTO retrosynthesis dataset with 1.9M reactions from patents (1976-2016). The task is: Predict the reactants needed to synthesize the given product. (1) Given the product [Br:1][C:2]1[CH:3]=[C:4]([C:16]([OH:18])=[O:17])[C:5]2[CH:6]=[N:7][N:8]([CH:11]3[CH2:15][CH2:14][CH2:13][CH2:12]3)[C:9]=2[CH:10]=1, predict the reactants needed to synthesize it. The reactants are: [Br:1][C:2]1[CH:3]=[C:4]([C:16]([O:18]C)=[O:17])[C:5]2[CH:6]=[N:7][N:8]([CH:11]3[CH2:15][CH2:14][CH2:13][CH2:12]3)[C:9]=2[CH:10]=1.[OH-].[Na+]. (2) Given the product [F:11][C:9]1[N:8]=[C:7]2[C:3]([N:4]=[CH:5][NH:6]2)=[C:2]([NH:29][CH2:28][C:23]2[C:22]([CH3:21])=[CH:27][CH:26]=[CH:25][N:24]=2)[N:10]=1, predict the reactants needed to synthesize it. The reactants are: Cl[C:2]1[N:10]=[C:9]([F:11])[N:8]=[C:7]2[C:3]=1[NH:4][CH:5]=[N:6]2.CCN(C(C)C)C(C)C.[CH3:21][C:22]1[C:23]([CH2:28][NH2:29])=[N:24][CH:25]=[CH:26][CH:27]=1. (3) Given the product [Br:1][C:2]1[N:3]([CH2:17][C:18]2[CH:19]=[CH:20][C:21]([O:24][CH2:32][C:33]([O:35][CH2:36][CH3:37])=[O:34])=[CH:22][CH:23]=2)[C:4]2[C:9]([N:10]=1)=[C:8]([NH2:11])[N:7]=[C:6]([O:12][CH2:13][CH2:14][CH2:15][CH3:16])[N:5]=2, predict the reactants needed to synthesize it. The reactants are: [Br:1][C:2]1[N:3]([CH2:17][C:18]2[CH:23]=[CH:22][C:21]([OH:24])=[CH:20][CH:19]=2)[C:4]2[C:9]([N:10]=1)=[C:8]([NH2:11])[N:7]=[C:6]([O:12][CH2:13][CH2:14][CH2:15][CH3:16])[N:5]=2.C(=O)([O-])[O-].[K+].[K+].Br[CH2:32][C:33]([O:35][CH2:36][CH3:37])=[O:34].